This data is from Full USPTO retrosynthesis dataset with 1.9M reactions from patents (1976-2016). The task is: Predict the reactants needed to synthesize the given product. (1) Given the product [Br:14][C:15]1[CH:24]=[CH:38][C:39]([C:40]([NH:41][NH:26][C:7]([C@H:4]2[CH2:3][CH2:2][C@H:1]([C:10]([O:12][CH3:13])=[O:11])[CH2:6][CH2:5]2)=[O:9])=[O:47])=[CH:17][CH:16]=1, predict the reactants needed to synthesize it. The reactants are: [C@H:1]1([C:10]([O:12][CH3:13])=[O:11])[CH2:6][CH2:5][C@H:4]([C:7]([O-:9])=O)[CH2:3][CH2:2]1.[Br:14][C:15]1[CH:24]=CC=C[C:16]=1[C:17](NN)=O.O[N:26]1C2C=CC=CC=2N=N1.Cl.CN(C)[CH2:38][CH2:39][CH2:40][N:41]=C=NCC.[OH2:47]. (2) The reactants are: C1C=CC(P(C2C(C3C(P(C4C=CC=CC=4)C4C=CC=CC=4)=CC=C4C=3C=CC=C4)=C3C(C=CC=C3)=CC=2)C2C=CC=CC=2)=CC=1.[C:47]1([NH2:57])[C:56]2[C:51](=[CH:52][CH:53]=[CH:54][CH:55]=2)[CH:50]=[CH:49][CH:48]=1.[CH3:58][O:59][C:60](=[O:68])[C:61]1[CH:66]=[CH:65][C:64](Br)=[CH:63][CH:62]=1.C(=O)([O-])[O-].[Cs+].[Cs+]. Given the product [C:47]1([NH:57][C:64]2[CH:65]=[CH:66][C:61]([C:60]([O:59][CH3:58])=[O:68])=[CH:62][CH:63]=2)[C:56]2[C:51](=[CH:52][CH:53]=[CH:54][CH:55]=2)[CH:50]=[CH:49][CH:48]=1, predict the reactants needed to synthesize it. (3) Given the product [CH3:1][O:2][C:3]([C:5]1[CH:10]=[C:9]([C:11](=[O:35])[NH:12][C@H:13]([CH2:22][C:23]2[CH:28]=[CH:27][C:26]([C:29]3[CH:34]=[CH:33][CH:32]=[CH:31][CH:30]=3)=[CH:25][CH:24]=2)[CH2:14][C@H:15]([C:17]([O:19][CH2:20][CH3:21])=[O:18])[CH3:16])[N:8]=[C:7]([O:38][CH3:37])[N:6]=1)=[O:4], predict the reactants needed to synthesize it. The reactants are: [CH3:1][O:2][C:3]([C:5]1[CH:10]=[C:9]([C:11](=[O:35])[NH:12][C@H:13]([CH2:22][C:23]2[CH:28]=[CH:27][C:26]([C:29]3[CH:34]=[CH:33][CH:32]=[CH:31][CH:30]=3)=[CH:25][CH:24]=2)[CH2:14][C@H:15]([C:17]([O:19][CH2:20][CH3:21])=[O:18])[CH3:16])[N:8]=[C:7](Cl)[N:6]=1)=[O:4].[CH3:37][O-:38].[Na+].O. (4) The reactants are: [CH2:1]([C:4]1[CH:13]=[CH:12][C:7]2[C:8](=[O:11])[O:9][CH2:10][C:6]=2[C:5]=1[F:14])[CH:2]=C.[O:15]=[O+][O-].CSC. Given the product [F:14][C:5]1[C:6]2[CH2:10][O:9][C:8](=[O:11])[C:7]=2[CH:12]=[CH:13][C:4]=1[CH2:1][CH:2]=[O:15], predict the reactants needed to synthesize it. (5) Given the product [CH3:1][O:2][C:3](=[O:33])[C@@H:4]([NH:7][C:8](=[O:32])[C:9]1[CH:10]=[CH:11][C:12]([C:15]#[C:16]/[CH:17]=[CH:18]/[C:19]2[CH:24]=[CH:23][C:22]([CH2:25][N:26]3[CH2:27][CH2:28][O:29][CH2:30][CH2:31]3)=[CH:21][CH:20]=2)=[CH:13][CH:14]=1)[CH2:5][NH:6][C:39](=[O:40])[CH2:38][N:36]([CH3:37])[CH3:35], predict the reactants needed to synthesize it. The reactants are: [CH3:1][O:2][C:3](=[O:33])[C@@H:4]([NH:7][C:8](=[O:32])[C:9]1[CH:14]=[CH:13][C:12]([C:15]#[C:16]/[CH:17]=[CH:18]/[C:19]2[CH:24]=[CH:23][C:22]([CH2:25][N:26]3[CH2:31][CH2:30][O:29][CH2:28][CH2:27]3)=[CH:21][CH:20]=2)=[CH:11][CH:10]=1)[CH2:5][NH2:6].Cl.[CH3:35][N:36]([CH2:38][C:39](Cl)=[O:40])[CH3:37].CCN(C(C)C)C(C)C. (6) Given the product [CH3:13][C:12]1([CH3:14])[C:11](=[O:15])[N:10]([C:16]2[CH:23]=[CH:22][C:19]([C:20]#[N:21])=[C:18]([C:24]([F:26])([F:27])[F:25])[CH:17]=2)[C:9](=[S:28])[N:8]1[C:5]1[CH:4]=[CH:3][C:2]([O:1][CH2:32][CH:31]2[CH2:30][O:29]2)=[CH:7][CH:6]=1, predict the reactants needed to synthesize it. The reactants are: [OH:1][C:2]1[CH:7]=[CH:6][C:5]([N:8]2[C:12]([CH3:14])([CH3:13])[C:11](=[O:15])[N:10]([C:16]3[CH:23]=[CH:22][C:19]([C:20]#[N:21])=[C:18]([C:24]([F:27])([F:26])[F:25])[CH:17]=3)[C:9]2=[S:28])=[CH:4][CH:3]=1.[O:29]1[CH:31]([CH3:32])[CH:30]1Cl.C(=O)([O-])[O-].[K+].[K+].O. (7) Given the product [CH2:15]([C:11]1[N:10]([CH2:9][C:8]([C:5]2[N:6]=[CH:7][C:2]([C:24]3[CH:23]=[CH:22][C:21]([N:34]4[CH2:38][C@H:37]([CH2:39][N:40]5[CH:44]=[CH:43][N:42]=[N:41]5)[O:36][C:35]4=[O:45])=[CH:20][C:19]=3[F:18])=[CH:3][CH:4]=2)=[O:17])[CH:14]=[CH:13][N:12]=1)[CH3:16], predict the reactants needed to synthesize it. The reactants are: Br[C:2]1[CH:3]=[CH:4][C:5]([C:8](=[O:17])[CH2:9][N:10]2[CH:14]=[CH:13][N:12]=[C:11]2[CH2:15][CH3:16])=[N:6][CH:7]=1.[F:18][C:19]1[CH:20]=[C:21]([N:34]2[CH2:38][C@H:37]([CH2:39][N:40]3[CH:44]=[CH:43][N:42]=[N:41]3)[O:36][C:35]2=[O:45])[CH:22]=[CH:23][C:24]=1B1OC(C)(C)C(C)(C)O1.C(=O)([O-])[O-].[K+].[K+]. (8) Given the product [CH:1]1([C:5]2[C:12]([C:13]3[NH:17][C:16]([O:18][CH3:19])=[N:15][N:14]=3)=[CH:11][C:8]([C:9]([NH2:10])=[O:22])=[C:7]([CH3:20])[CH:6]=2)[CH2:2][CH2:3][CH2:4]1, predict the reactants needed to synthesize it. The reactants are: [CH:1]1([C:5]2[C:12]([C:13]3[NH:17][C:16]([O:18][CH3:19])=[N:15][N:14]=3)=[CH:11][C:8]([C:9]#[N:10])=[C:7]([CH3:20])[CH:6]=2)[CH2:4][CH2:3][CH2:2]1.[NH4+].[OH-:22].OO.